Dataset: NCI-60 drug combinations with 297,098 pairs across 59 cell lines. Task: Regression. Given two drug SMILES strings and cell line genomic features, predict the synergy score measuring deviation from expected non-interaction effect. (1) Drug 1: CS(=O)(=O)C1=CC(=C(C=C1)C(=O)NC2=CC(=C(C=C2)Cl)C3=CC=CC=N3)Cl. Drug 2: C(CCl)NC(=O)N(CCCl)N=O. Cell line: SK-OV-3. Synergy scores: CSS=1.11, Synergy_ZIP=-0.0211, Synergy_Bliss=-0.721, Synergy_Loewe=-3.73, Synergy_HSA=-2.25. (2) Drug 1: CN(C)N=NC1=C(NC=N1)C(=O)N. Drug 2: C1CN(CCN1C(=O)CCBr)C(=O)CCBr. Cell line: MCF7. Synergy scores: CSS=-2.67, Synergy_ZIP=2.44, Synergy_Bliss=-6.12, Synergy_Loewe=-11.7, Synergy_HSA=-8.10. (3) Drug 1: CC=C1C(=O)NC(C(=O)OC2CC(=O)NC(C(=O)NC(CSSCCC=C2)C(=O)N1)C(C)C)C(C)C. Drug 2: CC(C)(C#N)C1=CC(=CC(=C1)CN2C=NC=N2)C(C)(C)C#N. Cell line: HS 578T. Synergy scores: CSS=17.4, Synergy_ZIP=-6.83, Synergy_Bliss=-5.01, Synergy_Loewe=-44.5, Synergy_HSA=-2.15. (4) Drug 1: C1CC(C1)(C(=O)O)C(=O)O.[NH2-].[NH2-].[Pt+2]. Drug 2: CNC(=O)C1=NC=CC(=C1)OC2=CC=C(C=C2)NC(=O)NC3=CC(=C(C=C3)Cl)C(F)(F)F. Cell line: OVCAR-5. Synergy scores: CSS=-2.88, Synergy_ZIP=0.581, Synergy_Bliss=-1.36, Synergy_Loewe=-4.68, Synergy_HSA=-3.67.